Dataset: Catalyst prediction with 721,799 reactions and 888 catalyst types from USPTO. Task: Predict which catalyst facilitates the given reaction. Reactant: [O:1]1[C:5]2[CH:6]=[CH:7][C:8]([C:10]3([C:13]([NH:15][C:16]4[CH:17]=[CH:18][C:19]([CH2:33][C:34]#[N:35])=[C:20]([C:22]5[CH:27]=[CH:26][C:25]([C:28]([N:30]([CH3:32])[CH3:31])=[O:29])=[CH:24][CH:23]=5)[CH:21]=4)=[O:14])[CH2:12][CH2:11]3)=[CH:9][C:4]=2[O:3][CH2:2]1.[OH:36]O.[OH-].[Na+]. Product: [NH2:35][C:34](=[O:36])[CH2:33][C:19]1[CH:18]=[CH:17][C:16]([NH:15][C:13]([C:10]2([C:8]3[CH:7]=[CH:6][C:5]4[O:1][CH2:2][O:3][C:4]=4[CH:9]=3)[CH2:11][CH2:12]2)=[O:14])=[CH:21][C:20]=1[C:22]1[CH:27]=[CH:26][C:25]([C:28]([N:30]([CH3:32])[CH3:31])=[O:29])=[CH:24][CH:23]=1. The catalyst class is: 5.